Dataset: Full USPTO retrosynthesis dataset with 1.9M reactions from patents (1976-2016). Task: Predict the reactants needed to synthesize the given product. (1) Given the product [CH3:1][NH:2][C:3]1[N:8]=[C:7]([N:9]2[CH2:14][CH2:13][N:12]([CH3:15])[CH2:11][CH2:10]2)[N:6]=[C:5]([N:16]2[CH2:17][CH2:18][CH:19]([C:22]([NH:37][CH2:36][C:35]3[CH:38]=[CH:39][CH:40]=[CH:41][C:34]=3[C:33]([F:32])([F:42])[F:43])=[O:23])[CH2:20][CH2:21]2)[N:4]=1, predict the reactants needed to synthesize it. The reactants are: [CH3:1][NH:2][C:3]1[N:8]=[C:7]([N:9]2[CH2:14][CH2:13][N:12]([CH3:15])[CH2:11][CH2:10]2)[N:6]=[C:5]([N:16]2[CH2:21][CH2:20][CH:19]([C:22](O)=[O:23])[CH2:18][CH2:17]2)[N:4]=1.C(O)(C(F)(F)F)=O.[F:32][C:33]([F:43])([F:42])[C:34]1[CH:41]=[CH:40][CH:39]=[CH:38][C:35]=1[CH2:36][NH2:37].Cl.C(N=C=NCCCN(C)C)C. (2) Given the product [F:35][C:32]([F:33])([F:34])[C:29]1[CH:28]=[CH:27][C:26]([S:23]([NH2:22])(=[O:24])=[O:25])=[CH:31][CH:30]=1, predict the reactants needed to synthesize it. The reactants are: N1C2N=CC=C(C#N)C=2C=C1.FC1C(C=O)=C(F)C=CC=1[NH:22][S:23]([C:26]1[CH:31]=[CH:30][C:29]([C:32]([F:35])([F:34])[F:33])=[CH:28][CH:27]=1)(=[O:25])=[O:24].[OH-].[K+].Cl. (3) Given the product [CH2:60]([C:29]1([CH2:21][CH2:22][CH2:23][CH2:24][CH2:25][CH2:26][CH2:27][CH3:28])[C:30]2[CH:31]=[C:32]([C:2]3[CH:20]=[CH:19][C:5]([N:6]([C:13]4[CH:18]=[CH:17][CH:16]=[CH:15][CH:14]=4)[C:7]4[CH:12]=[CH:11][CH:10]=[CH:9][CH:8]=4)=[CH:4][CH:3]=3)[CH:33]=[CH:34][C:35]=2[C:36]2[C:41]1=[CH:40][C:39]([B:42]1[O:43][C:44]([CH3:49])([CH3:50])[C:45]([CH3:47])([CH3:48])[O:46]1)=[CH:38][CH:37]=2)[CH2:61][CH2:62][CH2:63][CH2:64][CH2:65][CH2:66][CH3:67], predict the reactants needed to synthesize it. The reactants are: Br[C:2]1[CH:20]=[CH:19][C:5]([N:6]([C:13]2[CH:18]=[CH:17][CH:16]=[CH:15][CH:14]=2)[C:7]2[CH:12]=[CH:11][CH:10]=[CH:9][CH:8]=2)=[CH:4][CH:3]=1.[CH2:21]([C:29]1([CH2:60][CH2:61][CH2:62][CH2:63][CH2:64][CH2:65][CH2:66][CH3:67])[C:41]2[CH:40]=[C:39]([B:42]3[O:46][C:45]([CH3:48])([CH3:47])[C:44]([CH3:50])([CH3:49])[O:43]3)[CH:38]=[CH:37][C:36]=2[C:35]2[C:30]1=[CH:31][C:32](B1OC(C)(C)C(C)(C)O1)=[CH:33][CH:34]=2)[CH2:22][CH2:23][CH2:24][CH2:25][CH2:26][CH2:27][CH3:28].[Cl-].C(C([NH3+])(C(=O)CCCCCCC)C(=O)CCCCCCC)(=O)CCCCCCC.C(=O)([O-])[O-].[Na+].[Na+]. (4) Given the product [F:1][C:2]1[C:3]([NH:12][C:13]2([CH3:19])[CH2:17][CH2:16][CH2:15][CH:14]2[NH:18][C:31]([C:26]2[C:25]([N:21]3[N:22]=[CH:23][CH:24]=[N:20]3)=[CH:30][CH:29]=[CH:28][N:27]=2)=[O:32])=[N:4][CH:5]=[C:6]([C:8]([F:11])([F:9])[F:10])[CH:7]=1, predict the reactants needed to synthesize it. The reactants are: [F:1][C:2]1[C:3]([NH:12][C:13]2([CH3:19])[CH2:17][CH2:16][CH2:15][CH:14]2[NH2:18])=[N:4][CH:5]=[C:6]([C:8]([F:11])([F:10])[F:9])[CH:7]=1.[N:20]1[N:21]([C:25]2[C:26]([C:31](O)=[O:32])=[N:27][CH:28]=[CH:29][CH:30]=2)[N:22]=[CH:23][CH:24]=1.C(Cl)CCl.N1C2C(=NC=CC=2)N(O)N=1.C(N(CC)CC)C. (5) Given the product [F:15][C:4]1[CH:3]=[C:2]([CH:19]=[O:21])[CH:14]=[CH:13][C:5]=1[C:6]([O:8][C:9]([CH3:10])([CH3:11])[CH3:12])=[O:7], predict the reactants needed to synthesize it. The reactants are: N[C:2]1[CH:14]=[CH:13][C:5]([C:6]([O:8][C:9]([CH3:12])([CH3:11])[CH3:10])=[O:7])=[C:4]([F:15])[C:3]=1C=NO.[C:19](OCC)(=[O:21])C. (6) The reactants are: [CH:1]1([N:7]2[C:12](=[O:13])[C:11]([C:14]([NH:16][CH2:17][C:18]([O:20]CC)=[O:19])=[O:15])=[C:10]([OH:23])[C:9]([C:24]([O:26]C)=O)=[C:8]2[OH:28])[CH2:6][CH2:5][CH2:4][CH2:3][CH2:2]1.[NH2:29][C:30]1[CH:31]=[N:32][CH:33]=[CH:34][CH:35]=1. Given the product [CH:1]1([N:7]2[C:8]([OH:28])=[C:9]([C:24]([NH:29][C:30]3[CH:31]=[N:32][CH:33]=[CH:34][CH:35]=3)=[O:26])[C:10]([OH:23])=[C:11]([C:14]([NH:16][CH2:17][C:18]([OH:20])=[O:19])=[O:15])[C:12]2=[O:13])[CH2:2][CH2:3][CH2:4][CH2:5][CH2:6]1, predict the reactants needed to synthesize it. (7) Given the product [F:33][C:30]([F:31])([F:32])[O:29][C:25]1[CH:24]=[C:23]([CH:28]=[CH:27][CH:26]=1)[O:22][C:14]1[C:15]([C:17]([O:19][CH2:20][CH3:21])=[O:18])=[N:16][N:12]([C:3]2[CH:4]=[CH:5][C:6]([C:8]([F:11])([F:10])[F:9])=[CH:7][CH:2]=2)[N:13]=1, predict the reactants needed to synthesize it. The reactants are: N[C:2]1[CH:7]=[C:6]([C:8]([F:11])([F:10])[F:9])[CH:5]=[CH:4][C:3]=1[N:12]1[N:16]=[C:15]([C:17]([O:19][CH2:20][CH3:21])=[O:18])[C:14]([O:22][C:23]2[CH:28]=[CH:27][CH:26]=[C:25]([O:29][C:30]([F:33])([F:32])[F:31])[CH:24]=2)=[N:13]1.S(=O)(=O)(O)O.N(OCCC(C)C)=O.OP=O. (8) Given the product [Br:1][C:2]1[CH:3]=[C:4]([NH:11][CH2:15][CH2:14][C:13]([F:18])([F:17])[F:12])[C:5]2[N:6]([CH:8]=[CH:9][N:10]=2)[CH:7]=1, predict the reactants needed to synthesize it. The reactants are: [Br:1][C:2]1[CH:3]=[C:4]([NH2:11])[C:5]2[N:6]([CH:8]=[CH:9][N:10]=2)[CH:7]=1.[F:12][C:13]([F:18])([F:17])[CH2:14][CH:15]=O.C(O)(=O)C.N. (9) Given the product [C:1]1([C@@H:7]2[CH2:9][C@H:8]2[NH:10][CH:11]([CH:13]2[CH2:18][CH2:17][NH:16][CH2:15][CH2:14]2)[CH3:12])[CH:2]=[CH:3][CH:4]=[CH:5][CH:6]=1, predict the reactants needed to synthesize it. The reactants are: [C:1]1([C@@H:7]2[CH2:9][C@H:8]2[NH:10][CH:11]([CH:13]2[CH2:18][CH2:17][N:16](C(OC(C)(C)C)=O)[CH2:15][CH2:14]2)[CH3:12])[CH:6]=[CH:5][CH:4]=[CH:3][CH:2]=1.Cl.O1CCOCC1.